Task: Regression. Given two drug SMILES strings and cell line genomic features, predict the synergy score measuring deviation from expected non-interaction effect.. Dataset: NCI-60 drug combinations with 297,098 pairs across 59 cell lines (1) Drug 1: C1=NC2=C(N=C(N=C2N1C3C(C(C(O3)CO)O)F)Cl)N. Drug 2: CC(C)NC(=O)C1=CC=C(C=C1)CNNC.Cl. Cell line: NCIH23. Synergy scores: CSS=12.2, Synergy_ZIP=-0.749, Synergy_Bliss=0.787, Synergy_Loewe=-37.4, Synergy_HSA=-1.42. (2) Drug 1: C1=C(C(=O)NC(=O)N1)N(CCCl)CCCl. Drug 2: CC1C(C(CC(O1)OC2CC(OC(C2O)C)OC3=CC4=CC5=C(C(=O)C(C(C5)C(C(=O)C(C(C)O)O)OC)OC6CC(C(C(O6)C)O)OC7CC(C(C(O7)C)O)OC8CC(C(C(O8)C)O)(C)O)C(=C4C(=C3C)O)O)O)O. Cell line: OVCAR-5. Synergy scores: CSS=18.9, Synergy_ZIP=1.13, Synergy_Bliss=13.1, Synergy_Loewe=12.2, Synergy_HSA=12.4. (3) Drug 1: CC1C(C(CC(O1)OC2CC(CC3=C2C(=C4C(=C3O)C(=O)C5=C(C4=O)C(=CC=C5)OC)O)(C(=O)C)O)N)O.Cl. Drug 2: C1CN1P(=S)(N2CC2)N3CC3. Cell line: SF-268. Synergy scores: CSS=37.5, Synergy_ZIP=-4.51, Synergy_Bliss=5.63, Synergy_Loewe=-17.7, Synergy_HSA=4.34.